From a dataset of Forward reaction prediction with 1.9M reactions from USPTO patents (1976-2016). Predict the product of the given reaction. (1) Given the reactants [CH3:1][O:2][C:3](=[O:13])[C@@H:4]([NH2:12])[CH2:5][CH:6]1[CH2:11][CH2:10][CH2:9][CH2:8][CH2:7]1.C(N(CC)C(C)C)(C)C.C([O:25][C:26](=O)/[CH:27]=[C:28](/[O:31][C:32]1[CH:37]=[CH:36][CH:35]=[C:34]([O:38][CH3:39])[CH:33]=1)\[CH2:29]Br)C, predict the reaction product. The product is: [CH3:1][O:2][C:3](=[O:13])[C@@H:4]([N:12]1[CH2:29][C:28]([O:31][C:32]2[CH:37]=[CH:36][CH:35]=[C:34]([O:38][CH3:39])[CH:33]=2)=[CH:27][C:26]1=[O:25])[CH2:5][CH:6]1[CH2:11][CH2:10][CH2:9][CH2:8][CH2:7]1. (2) Given the reactants [F:1][C:2]1[CH:3]=[CH:4][C:5]2[N:9]=[C:8]([C@@H:10]([NH:12]C(=O)C)[CH3:11])[N:7]([C:16]3[CH:17]=[N:18][CH:19]=[CH:20][CH:21]=3)[C:6]=2[CH:22]=1.Cl, predict the reaction product. The product is: [F:1][C:2]1[CH:3]=[CH:4][C:5]2[N:9]=[C:8]([C@@H:10]([NH2:12])[CH3:11])[N:7]([C:16]3[CH:17]=[N:18][CH:19]=[CH:20][CH:21]=3)[C:6]=2[CH:22]=1. (3) Given the reactants [CH2:1]([S:4][C:5]1[S:9][C:8]([SH:10])=[N:7][N:6]=1)[CH:2]=[CH2:3].[H-].[Na+].Cl[C:14]1[C:15]([C:20]#[N:21])=[N:16][CH:17]=[CH:18][N:19]=1, predict the reaction product. The product is: [CH2:1]([S:4][C:5]1[S:9][C:8]([S:10][C:14]2[C:15]([C:20]#[N:21])=[N:16][CH:17]=[CH:18][N:19]=2)=[N:7][N:6]=1)[CH:2]=[CH2:3]. (4) Given the reactants [C:1](Cl)(=[O:8])[C:2]1[CH:7]=[CH:6][CH:5]=[CH:4][CH:3]=1.[CH2:10]([OH:14])[C@H:11]([OH:13])[CH3:12].N1C(C)=CC(C)=CC=1C, predict the reaction product. The product is: [C:1]([O:14][CH2:10][C@H:11]([OH:13])[CH3:12])(=[O:8])[C:2]1[CH:7]=[CH:6][CH:5]=[CH:4][CH:3]=1.